The task is: Binary Classification. Given a miRNA mature sequence and a target amino acid sequence, predict their likelihood of interaction.. This data is from Experimentally validated miRNA-target interactions with 360,000+ pairs, plus equal number of negative samples. The miRNA is mmu-miR-30a-5p with sequence UGUAAACAUCCUCGACUGGAAG. The protein sequence of the target gene is MEREPGAAGVRRALGRRLEAVLASRSEANAVFDILAVLQSEDQEEIQEAVRTCSRLFGALLERGELFVGQLPSEEMVMTGSQGATRKYKVWMRHRYHSCCNRLGELLGHPSFQVKELALSALLKFVQLEGAHPLEKSKWEGNYLFPRELFKLVVGGLLSPEEDQSLLLSQFREYLDYDDTRYHTMQAAVDAVARVTGQHPEVPPAFWNNAFTLLSAVSLPRREPTVSSFYVKRAELWDTWKVAHLKEHRRVFQAMWLSFLKHKLPLSLYKKVLLIVHDAILPQLAQPTLMIDFLTRACDL.... Result: 0 (no interaction).